The task is: Regression. Given two drug SMILES strings and cell line genomic features, predict the synergy score measuring deviation from expected non-interaction effect.. This data is from NCI-60 drug combinations with 297,098 pairs across 59 cell lines. Drug 1: C1C(C(OC1N2C=NC3=C(N=C(N=C32)Cl)N)CO)O. Drug 2: C1CCC(C(C1)N)N.C(=O)(C(=O)[O-])[O-].[Pt+4]. Cell line: SNB-19. Synergy scores: CSS=51.9, Synergy_ZIP=-2.10, Synergy_Bliss=0.145, Synergy_Loewe=-18.1, Synergy_HSA=4.47.